This data is from Full USPTO retrosynthesis dataset with 1.9M reactions from patents (1976-2016). The task is: Predict the reactants needed to synthesize the given product. (1) Given the product [CH:21]1([C:24]2[NH:28][N:27]=[C:26]([NH:29][C:2]3[N:7]=[C:6]([NH:8][C@H:9]([C:11]4[CH:16]=[CH:15][C:14]([F:17])=[CH:13][N:12]=4)[CH3:10])[C:5]([N+:18]([O-:20])=[O:19])=[CH:4][CH:3]=3)[CH:25]=2)[CH2:23][CH2:22]1, predict the reactants needed to synthesize it. The reactants are: Cl[C:2]1[N:7]=[C:6]([NH:8][C@H:9]([C:11]2[CH:16]=[CH:15][C:14]([F:17])=[CH:13][N:12]=2)[CH3:10])[C:5]([N+:18]([O-:20])=[O:19])=[CH:4][CH:3]=1.[CH:21]1([C:24]2[NH:28][N:27]=[C:26]([NH2:29])[CH:25]=2)[CH2:23][CH2:22]1.CCN(C(C)C)C(C)C. (2) Given the product [CH3:34][O:33][C:32](=[O:35])[NH:31][C@@H:28]1[CH2:29][CH2:30][N:25]([C:3]2[CH:4]=[C:5]([C:23]#[N:24])[CH:6]=[C:7]([NH:8][C:9]3[N:14]=[C:13]([NH:15][CH2:16][CH3:17])[C:12]4=[N:18][CH:19]=[C:20]([C:21]#[N:22])[N:11]4[N:10]=3)[C:2]=2[Cl:1])[CH2:26][C:27]1=[O:36], predict the reactants needed to synthesize it. The reactants are: [Cl:1][C:2]1[C:7]([NH:8][C:9]2[N:14]=[C:13]([NH:15][CH2:16][CH3:17])[C:12]3=[N:18][CH:19]=[C:20]([C:21]#[N:22])[N:11]3[N:10]=2)=[CH:6][C:5]([C:23]#[N:24])=[CH:4][C:3]=1[N:25]1[CH2:30][CH2:29][C@@H:28]([NH:31][C:32](=[O:35])[O:33][CH3:34])[C@H:27]([OH:36])[CH2:26]1.CC(OI1(OC(C)=O)(OC(C)=O)OC(=O)C2C=CC=CC1=2)=O.CC(O)C.C([O-])(O)=O.[Na+].[NH4+].[Cl-].C([O-])(=O)C.[NH4+]. (3) Given the product [C:1]([O:5][C@H:6]([C@H:8]1[CH2:12][O:11][C:10](=[O:13])[N:9]1[C:14]1[CH:19]=[CH:18][N:17]=[C:16]([NH:40][C@H:38]([C:35]2[S:34][C:33]([C:30]3[CH:31]=[CH:32][C:27]([Cl:26])=[CH:28][CH:29]=3)=[N:37][CH:36]=2)[CH3:39])[N:15]=1)[CH3:7])([CH3:4])([CH3:3])[CH3:2], predict the reactants needed to synthesize it. The reactants are: [C:1]([O:5][C@H:6]([C@H:8]1[CH2:12][O:11][C:10](=[O:13])[N:9]1[C:14]1[CH:19]=[CH:18][N:17]=[C:16](Cl)[N:15]=1)[CH3:7])([CH3:4])([CH3:3])[CH3:2].CS(C)=O.Cl.[Cl:26][C:27]1[CH:32]=[CH:31][C:30]([C:33]2[S:34][C:35]([C@@H:38]([NH2:40])[CH3:39])=[CH:36][N:37]=2)=[CH:29][CH:28]=1.CCN(C(C)C)C(C)C. (4) The reactants are: [F:1][C:2]1[CH:3]=[C:4]([CH2:8][CH2:9][O:10][CH2:11][C:12]([OH:14])=[O:13])[CH:5]=[CH:6][CH:7]=1.[CH3:15]CN=C=NCCCN(C)C.C1C=CC2N(O)N=NC=2C=1.CCN(C(C)C)C(C)C. Given the product [CH3:15][O:13][C:12](=[O:14])[CH2:11][O:10][CH2:9][CH2:8][C:4]1[CH:5]=[CH:6][CH:7]=[C:2]([F:1])[CH:3]=1, predict the reactants needed to synthesize it. (5) Given the product [CH2:51]([O:1][C:2]1[CH:7]=[CH:6][C:5]([C:8]2[C:17]3[C:12](=[CH:13][C:14]([S:18]([NH:21][C:22]4[CH:27]=[CH:26][N:25]=[CH:24][N:23]=4)(=[O:19])=[O:20])=[CH:15][CH:16]=3)[CH:11]=[CH:10][N:9]=2)=[C:4]([O:37][CH3:38])[CH:3]=1)[CH:52]([CH3:54])[CH3:53], predict the reactants needed to synthesize it. The reactants are: [OH:1][C:2]1[CH:7]=[CH:6][C:5]([C:8]2[C:17]3[C:12](=[CH:13][C:14]([S:18]([N:21](CC4C=CC(OC)=CC=4)[C:22]4[CH:27]=[CH:26][N:25]=[CH:24][N:23]=4)(=[O:20])=[O:19])=[CH:15][CH:16]=3)[CH:11]=[CH:10][N:9]=2)=[C:4]([O:37][CH3:38])[CH:3]=1.C(=O)([O-])[O-].[Cs+].[Cs+].CN(C=O)C.I[CH2:51][CH:52]([CH3:54])[CH3:53]. (6) Given the product [ClH:1].[CH2:7]([O:14][C:15]1[CH:20]=[CH:19][N:18]([C:21]2[CH:29]=[C:28]3[C:24]([C:25]4[CH2:34][CH2:33][NH:32][CH:31]([CH2:35][OH:36])[C:26]=4[N:27]3[CH3:30])=[CH:23][CH:22]=2)[C:17](=[O:37])[CH:16]=1)[C:8]1[CH:9]=[CH:10][CH:11]=[CH:12][CH:13]=1, predict the reactants needed to synthesize it. The reactants are: [ClH:1].CCOCC.[CH2:7]([O:14][C:15]1[CH:20]=[CH:19][N:18]([C:21]2[CH:29]=[C:28]3[C:24]([C:25]4[CH2:34][CH2:33][NH:32][CH:31]([CH2:35][OH:36])[C:26]=4[N:27]3[CH3:30])=[CH:23][CH:22]=2)[C:17](=[O:37])[CH:16]=1)[C:8]1[CH:13]=[CH:12][CH:11]=[CH:10][CH:9]=1. (7) Given the product [F:1][C:2]1[C:3]([CH2:9][N:10]2[C:11]3=[N:16][C:15]([NH:17][C:18]4[CH:22]=[C:21]([CH3:23])[NH:20][N:19]=4)=[C:14]([F:24])[CH:13]=[C:12]3[N:25]=[CH:33]2)=[N:4][CH:5]=[C:6]([F:8])[CH:7]=1, predict the reactants needed to synthesize it. The reactants are: [F:1][C:2]1[C:3]([CH2:9][NH:10][C:11]2[N:16]=[C:15]([NH:17][C:18]3[CH:22]=[C:21]([CH3:23])[NH:20][N:19]=3)[C:14]([F:24])=[CH:13][C:12]=2[N+:25]([O-])=O)=[N:4][CH:5]=[C:6]([F:8])[CH:7]=1.O.O.Cl[Sn]Cl.[CH2:33](OC(OCC)OCC)C. (8) Given the product [CH2:14]([NH:13][C:2]1([CH3:1])[CH2:10][C:9]2[C:4](=[CH:5][C:6]([CH3:12])=[C:7]([CH3:11])[CH:8]=2)[CH2:3]1)[C:15]1[CH:20]=[CH:19][CH:18]=[CH:17][CH:16]=1, predict the reactants needed to synthesize it. The reactants are: [CH3:1][C:2]1([NH:13][C:14](=O)[C:15]2[CH:20]=[CH:19][CH:18]=[CH:17][CH:16]=2)[CH2:10][C:9]2[C:4](=[CH:5][C:6]([CH3:12])=[C:7]([CH3:11])[CH:8]=2)[CH2:3]1.[H-].[H-].[H-].[H-].[Li+].[Al+3]. (9) Given the product [C:1]([C:5]1[CH:12]=[CH:11][C:8]([C:9]#[N:10])=[C:7]([O:14][CH3:13])[N:6]=1)([CH3:4])([CH3:2])[CH3:3], predict the reactants needed to synthesize it. The reactants are: [C:1]([C:5]1[CH:12]=[CH:11][C:8]([C:9]#[N:10])=[CH:7][N:6]=1)([CH3:4])([CH3:3])[CH3:2].[CH3:13][O:14]C1N=CC=CC=1C#N.C(O)(=O)C(C)(C)C.OS(O)(=O)=O.